Dataset: Forward reaction prediction with 1.9M reactions from USPTO patents (1976-2016). Task: Predict the product of the given reaction. (1) Given the reactants [C:1]([O:5][C:6](=[O:19])[NH:7][C@H:8]([C:10]1[CH:15]=[CH:14][C:13]([C@H:16]2[CH2:18][O:17]2)=[CH:12][CH:11]=1)[CH3:9])([CH3:4])([CH3:3])[CH3:2].[C:20]([NH2:24])([CH3:23])([CH3:22])[CH3:21], predict the reaction product. The product is: [C:1]([O:5][C:6](=[O:19])[NH:7][C@H:8]([C:10]1[CH:15]=[CH:14][C:13]([C@H:16]([OH:17])[CH2:18][NH:24][C:20]([CH3:23])([CH3:22])[CH3:21])=[CH:12][CH:11]=1)[CH3:9])([CH3:4])([CH3:3])[CH3:2]. (2) The product is: [F:20][C:7]1[C:8]([NH:10][C:11]2[CH:15]=[C:14]([O:16][CH:17]([CH3:19])[CH3:18])[NH:13][N:12]=2)=[N:9][C:2]([NH:39][C@H:37]([C:34]2[CH:33]=[CH:32][C:31]([F:30])=[CH:36][N:35]=2)[CH3:38])=[C:3]([CH:6]=1)[C:4]#[N:5]. Given the reactants F[C:2]1[N:9]=[C:8]([NH:10][C:11]2[CH:15]=[C:14]([O:16][CH:17]([CH3:19])[CH3:18])[NH:13][N:12]=2)[C:7]([F:20])=[CH:6][C:3]=1[C:4]#[N:5].CCN(C(C)C)C(C)C.[F:30][C:31]1[CH:32]=[CH:33][C:34]([C@@H:37]([NH2:39])[CH3:38])=[N:35][CH:36]=1, predict the reaction product.